This data is from Forward reaction prediction with 1.9M reactions from USPTO patents (1976-2016). The task is: Predict the product of the given reaction. Given the reactants [NH2:1][CH:2]([CH2:25][O:26][Si](C(C)(C)C)(C1C=CC=CC=1)C1C=CC=CC=1)[CH2:3][N:4]1[C:13]([C:14]#[N:15])=[C:12]([C:16]2[CH:21]=[CH:20][CH:19]=[CH:18][CH:17]=2)[C:11]2[C:6](=[CH:7][CH:8]=[C:9]([O:22][CH3:23])[CH:10]=2)[C:5]1=[O:24], predict the reaction product. The product is: [NH2:1][CH:2]([CH2:25][OH:26])[CH2:3][N:4]1[C:13]([C:14]#[N:15])=[C:12]([C:16]2[CH:21]=[CH:20][CH:19]=[CH:18][CH:17]=2)[C:11]2[C:6](=[CH:7][CH:8]=[C:9]([O:22][CH3:23])[CH:10]=2)[C:5]1=[O:24].